Dataset: Forward reaction prediction with 1.9M reactions from USPTO patents (1976-2016). Task: Predict the product of the given reaction. (1) Given the reactants [NH2:1][C:2]1[CH:7]=[CH:6][C:5]([C@@H:8]([NH:13][C@H:14]2[CH2:19][CH2:18][CH2:17][C@@H:16]([NH:20][C:21]3[N:26]=[C:25]([C:27]4[C:35]5[C:30](=[CH:31][CH:32]=[CH:33][CH:34]=5)[NH:29][CH:28]=4)[C:24]([Cl:36])=[CH:23][N:22]=3)[CH2:15]2)[C:9]([F:12])([F:11])[F:10])=[CH:4][CH:3]=1.CCN(C(C)C)C(C)C.[C:46](Cl)(=[O:49])[CH:47]=[CH2:48], predict the reaction product. The product is: [Cl:36][C:24]1[C:25]([C:27]2[C:35]3[C:30](=[CH:31][CH:32]=[CH:33][CH:34]=3)[NH:29][CH:28]=2)=[N:26][C:21]([NH:20][C@@H:16]2[CH2:17][CH2:18][CH2:19][C@H:14]([NH:13][C@H:8]([C:5]3[CH:6]=[CH:7][C:2]([NH:1][C:46](=[O:49])[CH:47]=[CH2:48])=[CH:3][CH:4]=3)[C:9]([F:11])([F:12])[F:10])[CH2:15]2)=[N:22][CH:23]=1. (2) Given the reactants [F:1][C:2]1[C:3]([CH2:17]O)=[CH:4][C:5]([CH:8]2[CH2:11][CH:10]([O:12][C:13]([F:16])([F:15])[F:14])[CH2:9]2)=[N:6][CH:7]=1.S(Cl)([Cl:21])=O, predict the reaction product. The product is: [Cl:21][CH2:17][C:3]1[C:2]([F:1])=[CH:7][N:6]=[C:5]([CH:8]2[CH2:11][CH:10]([O:12][C:13]([F:16])([F:15])[F:14])[CH2:9]2)[CH:4]=1. (3) Given the reactants [F:1][C:2]1[C:9]([CH3:10])=[C:8]([N:11]2[CH:15]([CH3:16])[C:14](=[O:17])[C:13]([CH3:19])([CH3:18])[C:12]2=[O:20])[CH:7]=[CH:6][C:3]=1[C:4]#[N:5].[CH3:21][Mg]Br.C1COCC1, predict the reaction product. The product is: [F:1][C:2]1[C:9]([CH3:10])=[C:8]([N:11]2[C:12](=[O:20])[C:13]([CH3:19])([CH3:18])[C@:14]([OH:17])([CH3:21])[C@H:15]2[CH3:16])[CH:7]=[CH:6][C:3]=1[C:4]#[N:5]. (4) The product is: [CH3:1][O:2][C:3]1[CH:13]=[CH:12][C:6]([C:7]([O:9][CH3:10])=[O:8])=[CH:5][C:4]=1[N:14]([CH2:21][CH2:22][N:23]1[CH2:28][CH2:27][O:26][CH2:25][CH2:24]1)[S:15]([CH3:18])(=[O:17])=[O:16]. Given the reactants [CH3:1][O:2][C:3]1[CH:13]=[CH:12][C:6]([C:7]([O:9][CH2:10]C)=[O:8])=[CH:5][C:4]=1[NH:14][S:15]([CH3:18])(=[O:17])=[O:16].Cl.Cl[CH2:21][CH2:22][N:23]1[CH2:28][CH2:27][O:26][CH2:25][CH2:24]1.C([O-])([O-])=O.[K+].[K+].O, predict the reaction product. (5) Given the reactants [N+:1]([C:4]1[CH:11]=[CH:10][C:7]([CH:8]=O)=[CH:6][CH:5]=1)([O-:3])=[O:2].[CH3:12][C@@H:13]1[CH2:18][NH:17][CH2:16][CH2:15][N:14]1[C:19]([O:21][C:22]([CH3:25])([CH3:24])[CH3:23])=[O:20], predict the reaction product. The product is: [CH3:12][C@@H:13]1[CH2:18][N:17]([CH2:8][C:7]2[CH:10]=[CH:11][C:4]([N+:1]([O-:3])=[O:2])=[CH:5][CH:6]=2)[CH2:16][CH2:15][N:14]1[C:19]([O:21][C:22]([CH3:23])([CH3:25])[CH3:24])=[O:20]. (6) Given the reactants C([Li])(C)(C)C.[CH2:6]=[CH:7][C:8](=[CH2:10])[CH3:9].[CH2:11]=[CH:12][C:13]1[CH:18]=[CH:17][CH:16]=[CH:15][CH:14]=1.ClCC=C, predict the reaction product. The product is: [CH2:6]=[CH:7][C:8](=[CH2:9])[CH3:10].[CH2:11]=[CH:12][C:13]1[CH:18]=[CH:17][CH:16]=[CH:15][CH:14]=1.